This data is from Catalyst prediction with 721,799 reactions and 888 catalyst types from USPTO. The task is: Predict which catalyst facilitates the given reaction. (1) Reactant: [NH2:1][C:2]1[CH:15]=[C:14]2[C:5]([CH:6]([C:21]3[CH:26]=[CH:25][CH:24]=[CH:23][C:22]=3[CH3:27])[C:7]3[CH:8]=[CH:9][C:10]([N:18]([CH3:20])[CH3:19])=[CH:11][C:12]=3[Si:13]2([CH3:17])[CH3:16])=[CH:4][CH:3]=1.[CH3:28][O-].[Na+].C=O.[BH4-].[Na+].[OH-].[Na+]. Product: [CH3:28][NH:1][C:2]1[CH:15]=[C:14]2[C:5]([CH:6]([C:21]3[CH:26]=[CH:25][CH:24]=[CH:23][C:22]=3[CH3:27])[C:7]3[CH:8]=[CH:9][C:10]([N:18]([CH3:20])[CH3:19])=[CH:11][C:12]=3[Si:13]2([CH3:17])[CH3:16])=[CH:4][CH:3]=1. The catalyst class is: 5. (2) Product: [NH2:8][C@@H:9]1[CH2:13][CH2:12][N:11]([C:14]2[N:19]([CH3:20])[C:18](=[O:21])[CH:17]=[C:16]([C:22]3[CH:23]=[CH:24][N:25]=[CH:26][CH:27]=3)[N:15]=2)[CH2:10]1. Reactant: C([NH:8][C@@H:9]1[CH2:13][CH2:12][N:11]([C:14]2[N:19]([CH3:20])[C:18](=[O:21])[CH:17]=[C:16]([C:22]3[CH:27]=[CH:26][N:25]=[CH:24][CH:23]=3)[N:15]=2)[CH2:10]1)C1C=CC=CC=1.C([O-])=O.[NH4+].CO. The catalyst class is: 386. (3) Reactant: [C:1]([O:5][C:6]([N:8]1[CH2:12][CH2:11][C@@H:10]([OH:13])[CH2:9]1)=[O:7])([CH3:4])([CH3:3])[CH3:2].O[N:15]1[C:23](=[O:24])[C:22]2[C:17](=[CH:18][CH:19]=[CH:20][CH:21]=2)[C:16]1=[O:25].C1(P(C2C=CC=CC=2)C2C=CC=CC=2)C=CC=CC=1.N(C(OC(C)C)=O)=NC(OC(C)C)=O. Product: [C:1]([O:5][C:6]([N:8]1[CH2:12][CH2:11][C@H:10]([O:13][N:15]2[C:23](=[O:24])[C:22]3[C:17](=[CH:18][CH:19]=[CH:20][CH:21]=3)[C:16]2=[O:25])[CH2:9]1)=[O:7])([CH3:4])([CH3:2])[CH3:3]. The catalyst class is: 1.